This data is from NCI-60 drug combinations with 297,098 pairs across 59 cell lines. The task is: Regression. Given two drug SMILES strings and cell line genomic features, predict the synergy score measuring deviation from expected non-interaction effect. Drug 1: CC(C1=C(C=CC(=C1Cl)F)Cl)OC2=C(N=CC(=C2)C3=CN(N=C3)C4CCNCC4)N. Drug 2: CC1=C(C=C(C=C1)C(=O)NC2=CC(=CC(=C2)C(F)(F)F)N3C=C(N=C3)C)NC4=NC=CC(=N4)C5=CN=CC=C5. Cell line: SK-MEL-28. Synergy scores: CSS=0.381, Synergy_ZIP=2.60, Synergy_Bliss=5.75, Synergy_Loewe=-1.48, Synergy_HSA=0.0360.